Dataset: Retrosynthesis with 50K atom-mapped reactions and 10 reaction types from USPTO. Task: Predict the reactants needed to synthesize the given product. (1) Given the product Cc1cc(C(=O)NCc2ccc(OCC(F)(F)F)nc2)nc(Nc2ncco2)n1, predict the reactants needed to synthesize it. The reactants are: Cc1cc(C(=O)O)nc(Nc2ncco2)n1.NCc1ccc(OCC(F)(F)F)nc1. (2) Given the product COC(=O)Nc1ccc(CCOc2ccc(C=O)cc2)cc1, predict the reactants needed to synthesize it. The reactants are: COC(=O)Nc1ccc(CCOS(C)(=O)=O)cc1.O=Cc1ccc(O)cc1. (3) The reactants are: C=CCCOc1nc(N2CCNCC2)nc2ccccc12.O=C(Cl)OCc1ccccc1. Given the product C=CCCOc1nc(N2CCN(C(=O)OCc3ccccc3)CC2)nc2ccccc12, predict the reactants needed to synthesize it. (4) Given the product COc1ccc2c(CO)nc(Nc3cc(C)[nH]n3)cc2c1, predict the reactants needed to synthesize it. The reactants are: COc1ccc2c(C(=O)OC(C)C)nc(Nc3cc(C)[nH]n3)cc2c1.